From a dataset of Reaction yield outcomes from USPTO patents with 853,638 reactions. Predict the reaction yield, written as a fraction of the theoretical maximum amount of product (1.0 means a 100% yield; for example, 0.34 means a 34% yield). (1) The reactants are [O-:1][CH2:2][CH3:3].[Na+].[Na].F[C:7]1[C:8]([CH:14]([N:16]2[C:20]([CH3:21])=[CH:19][CH:18]=[C:17]2[CH3:22])[CH3:15])=[N:9][CH:10]=[CH:11][C:12]=1[I:13]. The catalyst is C(O)C.O. The product is [I:13][C:12]1[CH:11]=[CH:10][N:9]=[C:8]([CH:14]([N:16]2[C:20]([CH3:21])=[CH:19][CH:18]=[C:17]2[CH3:22])[CH3:15])[C:7]=1[O:1][CH2:2][CH3:3]. The yield is 0.0850. (2) The reactants are [NH2:1][C:2]1[N:7]=[C:6](Cl)[N:5]=[C:4]([NH:9][CH2:10][CH2:11][CH3:12])[N:3]=1.Cl.[CH3:14][NH:15][O:16][CH3:17].CCN(C(C)C)C(C)C. The catalyst is CCO. The product is [NH2:1][C:2]1[N:7]=[C:6]([N:15]([CH3:14])[O:16][CH3:17])[N:5]=[C:4]([NH:9][CH2:10][CH2:11][CH3:12])[N:3]=1. The yield is 0.890. (3) The reactants are C([Sn](CCCC)(CCCC)[C:6]1[CH:11]=[CH:10][C:9]([Sn](CCCC)(CCCC)CCCC)=[CH:8][CH:7]=1)CCC.Br[C:34]1[CH:39]=[CH:38][CH:37]=[CH:36][C:35]=1[NH:40][C:41](=[O:51])[CH2:42][CH2:43][CH2:44][CH2:45][CH2:46][CH2:47][CH2:48][CH2:49][CH3:50]. The catalyst is C1C=CC([P]([Pd]([P](C2C=CC=CC=2)(C2C=CC=CC=2)C2C=CC=CC=2)([P](C2C=CC=CC=2)(C2C=CC=CC=2)C2C=CC=CC=2)[P](C2C=CC=CC=2)(C2C=CC=CC=2)C2C=CC=CC=2)(C2C=CC=CC=2)C2C=CC=CC=2)=CC=1.CN(C=O)C. The product is [C:34]1([C:38]2[CH:37]=[CH:36][C:35]([C:6]3[CH:7]=[CH:8][CH:9]=[CH:10][C:11]=3[NH:40][C:41](=[O:51])[CH2:42][CH2:43][CH2:44][CH2:45][CH2:46][CH2:47][CH2:48][CH2:49][CH3:50])=[CH:34][CH:39]=2)[CH:39]=[CH:38][CH:37]=[CH:36][C:35]=1[NH:40][C:41](=[O:51])[CH2:42][CH2:43][CH2:44][CH2:45][CH2:46][CH2:47][CH2:48][CH2:49][CH3:50]. The yield is 0.560. (4) The reactants are [Cl:1][C:2]1[CH:22]=[C:21]([Cl:23])[CH:20]=[CH:19][C:3]=1[CH2:4][N:5]1[C:9]([CH2:10][CH2:11][C:12]([OH:14])=O)=[CH:8][C:7]([O:15][CH:16]([CH3:18])[CH3:17])=[N:6]1.[C:24]1([S:30]([NH2:33])(=[O:32])=[O:31])[CH:29]=[CH:28][CH:27]=[CH:26][CH:25]=1.N12CCCN=C1CCCCC2. The catalyst is O1CCCC1. The product is [Cl:1][C:2]1[CH:22]=[C:21]([Cl:23])[CH:20]=[CH:19][C:3]=1[CH2:4][N:5]1[C:9]([CH2:10][CH2:11][C:12]([NH:33][S:30]([C:24]2[CH:29]=[CH:28][CH:27]=[CH:26][CH:25]=2)(=[O:32])=[O:31])=[O:14])=[CH:8][C:7]([O:15][CH:16]([CH3:18])[CH3:17])=[N:6]1. The yield is 0.240. (5) The reactants are [Br:1][C:2]1[C:11]2[C:6](=[CH:7][CH:8]=[C:9]([O:12][CH3:13])[N:10]=2)[N:5]=[CH:4][C:3]=1[NH2:14].[F:15][B-:16]([F:19])([F:18])[F:17].[N:20]#[O+]. The catalyst is C1COCC1. The product is [F:15][B-:16]([F:19])([F:18])[F:17].[Br:1][C:2]1[C:3]([N+:14]#[N:20])=[CH:4][N:5]=[C:6]2[C:11]=1[N:10]=[C:9]([O:12][CH3:13])[CH:8]=[CH:7]2. The yield is 0.650. (6) The reactants are C[O:2][C:3](=[O:24])[C:4]1[CH:9]=[C:8]([C:10]2[S:11][CH:12]=[C:13]([C:15]3[CH:20]=[CH:19][C:18]([Cl:21])=[C:17]([Cl:22])[CH:16]=3)[N:14]=2)[CH:7]=[CH:6][C:5]=1Br.[CH3:25][O:26][C:27]1[N:32]=[CH:31][C:30](B(O)O)=[CH:29][N:28]=1. No catalyst specified. The product is [Cl:22][C:17]1[CH:16]=[C:15]([C:13]2[N:14]=[C:10]([C:8]3[CH:7]=[CH:6][C:5]([C:30]4[CH:29]=[N:28][C:27]([O:26][CH3:25])=[N:32][CH:31]=4)=[C:4]([CH:9]=3)[C:3]([OH:2])=[O:24])[S:11][CH:12]=2)[CH:20]=[CH:19][C:18]=1[Cl:21]. The yield is 0.0100. (7) The reactants are [CH3:1][N:2]([CH3:13])[CH2:3][C:4]1[CH:9]=[CH:8][C:7]([O:10][CH3:11])=[C:6]([OH:12])[CH:5]=1.[CH3:14][I:15]. The catalyst is O1CCOCC1. The product is [I-:15].[CH3:13][N+:2]([CH3:14])([CH3:1])[CH2:3][C:4]1[CH:9]=[CH:8][C:7]([O:10][CH3:11])=[C:6]([OH:12])[CH:5]=1. The yield is 0.810. (8) The reactants are [CH3:1][CH:2]1[CH2:10][C:9]2[C:4](=[CH:5][CH:6]=[C:7]([C:11]([O:20][Si](CC)(CC)CC)([C:16]([F:19])([F:18])[F:17])[C:12]([F:15])([F:14])[F:13])[CH:8]=2)[NH:3]1.[CH3:28][O:29][C:30](=[O:39])[C:31]1[CH:36]=[CH:35][CH:34]=[C:33]([CH2:37]Cl)[CH:32]=1.CCCC[N+](CCCC)(CCCC)CCCC.[F-]. The catalyst is CN(C=O)C.C1COCC1. The product is [CH3:28][O:29][C:30](=[O:39])[C:31]1[CH:36]=[CH:35][CH:34]=[C:33]([CH2:37][N:3]2[C:4]3[C:9](=[CH:8][C:7]([C:11]([OH:20])([C:16]([F:17])([F:18])[F:19])[C:12]([F:14])([F:15])[F:13])=[CH:6][CH:5]=3)[CH2:10][CH:2]2[CH3:1])[CH:32]=1. The yield is 0.990.